From a dataset of KCNQ2 potassium channel screen with 302,405 compounds. Binary Classification. Given a drug SMILES string, predict its activity (active/inactive) in a high-throughput screening assay against a specified biological target. (1) The drug is Clc1cn2c(CN3CC(N(CC)CC)CC3)c(nc2cc1)C(=O)N1CCCCCCC1. The result is 0 (inactive). (2) The drug is Clc1cc(n2nc3c(n2)cc(N)c(c3)C)ccc1OC. The result is 0 (inactive).